Dataset: M1 muscarinic receptor antagonist screen with 61,756 compounds. Task: Binary Classification. Given a drug SMILES string, predict its activity (active/inactive) in a high-throughput screening assay against a specified biological target. (1) The compound is S(CC(=O)N1CCN(CC1)C(=O)c1occc1)c1nc(nc2sc(c(c12)C)C)C(C)C. The result is 0 (inactive). (2) The molecule is s1c2CCc3c(c2nc1NC(=O)c1sccc1)cc(OC)cc3. The result is 0 (inactive). (3) The result is 0 (inactive). The compound is O(c1ccc(Cc2nn(nn2)CC(O)=O)cc1)C. (4) The compound is O=c1n(C(C)C)c2c([nH]1)cccc2. The result is 0 (inactive). (5) The molecule is O1C(n2c3ncnc(Nc4ccccc4)c3nc2)C(O)C(O)C1CO. The result is 0 (inactive). (6) The molecule is OC(=O)c1cc(N)c(Nc2ccccc2)cc1. The result is 0 (inactive). (7) The molecule is O=C(Nc1c(Oc2ccccc2)cccc1)C1CC1. The result is 0 (inactive).